Dataset: Forward reaction prediction with 1.9M reactions from USPTO patents (1976-2016). Task: Predict the product of the given reaction. (1) Given the reactants [N:1]1[CH:2]=[C:3]([C:10]([OH:12])=O)[N:4]2[CH:9]=[CH:8][CH:7]=[CH:6][C:5]=12.CN(C=O)C.C(Cl)(=O)C(Cl)=O.[NH2:24][C:25]1[CH:26]=[C:27]([CH:32]=[CH:33][C:34]=1[F:35])[C:28]([O:30][CH3:31])=[O:29], predict the reaction product. The product is: [F:35][C:34]1[CH:33]=[CH:32][C:27]([C:28]([O:30][CH3:31])=[O:29])=[CH:26][C:25]=1[NH:24][C:10]([C:3]1[N:4]2[CH:9]=[CH:8][CH:7]=[CH:6][C:5]2=[N:1][CH:2]=1)=[O:12]. (2) Given the reactants [F:1][C:2]1[CH:7]=[CH:6][C:5]([CH2:8][C:9]2[NH:10][C:11]([C:24]3[CH:29]=[CH:28][CH:27]=[C:26]([CH3:30])[N:25]=3)=[C:12]([C:14]3[CH:15]=[C:16]4[C:21](=[CH:22][CH:23]=3)[N:20]=[CH:19][CH:18]=[CH:17]4)[N:13]=2)=[CH:4][C:3]=1[OH:31].ClC[CH2:34][C:35]([O:37][CH3:38])=[O:36].C([O-])([O-])=O.[K+].[K+], predict the reaction product. The product is: [F:1][C:2]1[CH:7]=[CH:6][C:5]([CH2:8][C:9]2[NH:10][C:11]([C:24]3[CH:29]=[CH:28][CH:27]=[C:26]([CH3:30])[N:25]=3)=[C:12]([C:14]3[CH:15]=[C:16]4[C:21](=[CH:22][CH:23]=3)[N:20]=[CH:19][CH:18]=[CH:17]4)[N:13]=2)=[CH:4][C:3]=1[O:31][CH2:34][C:35]([O:37][CH3:38])=[O:36]. (3) Given the reactants C1(P(C2C=CC=CC=2)C2C=CC=CC=2)C=CC=CC=1.C(OC([CH:27]1[CH2:32][NH:31][CH2:30][CH2:29][N:28]1[CH:33](O)[CH3:34])=O)(C)(C)C.CCOC(/N=N/C(OCC)=O)=O.O1CCCCC1[N:54]1[C:62]2[C:57](=[CH:58][C:59]([C:63]3[N:67]=[CH:66][N:65](C(C4C=CC=CC=4)(C4C=CC=CC=4)C4C=CC=CC=4)[N:64]=3)=[CH:60][CH:61]=2)[C:56]([C:87]2[CH:88]=[C:89]([OH:93])[CH:90]=[CH:91][CH:92]=2)=[N:55]1.Cl, predict the reaction product. The product is: [NH:64]1[C:63]([C:59]2[CH:58]=[C:57]3[C:62](=[CH:61][CH:60]=2)[NH:54][N:55]=[C:56]3[C:87]2[CH:92]=[CH:91][CH:90]=[C:89]([O:93][CH2:34][CH2:33][N:28]3[CH2:27][CH2:32][NH:31][CH2:30][CH2:29]3)[CH:88]=2)=[N:67][CH:66]=[N:65]1. (4) Given the reactants [C:1]1([N:7]2[CH:11]=[CH:10][CH:9]=[N:8]2)[CH:6]=[CH:5][CH:4]=[CH:3][CH:2]=1.C(O[B:16]1[O:20][C:19]([CH3:22])([CH3:21])[C:18]([CH3:24])([CH3:23])[O:17]1)(C)C, predict the reaction product. The product is: [C:1]1([N:7]2[C:11]([B:16]3[O:20][C:19]([CH3:22])([CH3:21])[C:18]([CH3:24])([CH3:23])[O:17]3)=[CH:10][CH:9]=[N:8]2)[CH:2]=[CH:3][CH:4]=[CH:5][CH:6]=1. (5) The product is: [C:6]([NH2:8])(=[O:7])[C:5]1[CH:38]=[CH:39][CH:2]=[CH:3][CH:4]=1. Given the reactants Cl[C:2]1[CH:39]=[CH:38][C:5]([C:6]([NH:8]C2N(C3CCCNC3)C3C=CC(CN([C@H](C(C)(C)C)C)C(=O)C(F)(F)F)=CC=3N=2)=[O:7])=[CH:4][CH:3]=1.CCN=C=NCCCN(C)C.Cl.C1C=CC2N(O)N=NC=2C=1.O, predict the reaction product. (6) Given the reactants [Cl:1][C:2]1[CH:3]=[C:4]([C@@H:8](O)[CH2:9][NH:10][C:11](=[O:17])[O:12][C:13]([CH3:16])([CH3:15])[CH3:14])[CH:5]=[CH:6][CH:7]=1.[C:19]1(=[O:29])[NH:23][C:22](=[O:24])[C:21]2=[CH:25][CH:26]=[CH:27][CH:28]=[C:20]12.C1(P(C2C=CC=CC=2)C2C=CC=CC=2)C=CC=CC=1, predict the reaction product. The product is: [Cl:1][C:2]1[CH:3]=[C:4]([C@H:8]([N:23]2[C:19](=[O:29])[C:20]3[C:21](=[CH:25][CH:26]=[CH:27][CH:28]=3)[C:22]2=[O:24])[CH2:9][NH:10][C:11](=[O:17])[O:12][C:13]([CH3:16])([CH3:15])[CH3:14])[CH:5]=[CH:6][CH:7]=1. (7) Given the reactants [Cl:1][C:2]1[CH:7]=[C:6]([O:8][CH3:9])[C:5]([S:10]([C:13]([CH3:21])([C:15]2[CH:20]=[CH:19][CH:18]=[CH:17][CH:16]=2)[CH3:14])(=[O:12])=[O:11])=[CH:4][C:3]=1[N:22]1[C:26]2=[N:27][C:28]([CH2:33][OH:34])=[CH:29][C:30]([O:31][CH3:32])=[C:25]2[NH:24][C:23]1=[O:35].CN(C)C=[O:39], predict the reaction product. The product is: [C:33]([C:28]1[N:27]=[C:26]2[N:22]([C:3]3[CH:4]=[C:5]([S:10]([C:13]([CH3:21])([C:15]4[CH:16]=[CH:17][CH:18]=[CH:19][CH:20]=4)[CH3:14])(=[O:12])=[O:11])[C:6]([O:8][CH3:9])=[CH:7][C:2]=3[Cl:1])[C:23](=[O:35])[NH:24][C:25]2=[C:30]([O:31][CH3:32])[CH:29]=1)([OH:39])=[O:34]. (8) Given the reactants N[C@@H](CCC(N[C@H](C(NCC(O)=O)=O)CS)=O)C(O)=O.[CH3:21][CH2:22][CH2:23][CH2:24][CH2:25][C@H:26]([OH:45])/[CH:27]=[CH:28]/[C@@H:29]1[C@@H:33]([CH2:34]/[CH:35]=[CH:36]\[CH2:37][CH2:38][CH2:39][C:40]([OH:42])=[O:41])[C@H:32]2[O:43][O:44][C@@H:30]1[CH2:31]2.C(#N)C.C([O-])(=O)CC(CC([O-])=O)(C([O-])=O)O, predict the reaction product. The product is: [CH3:21][CH2:22][CH2:23][CH2:24][CH2:25][C@H:26]([OH:45])/[CH:27]=[CH:28]/[C@@H:29]1[C@@H:33]([CH2:34]/[CH:35]=[CH:36]\[CH2:37][CH2:38][CH2:39][C:40]([OH:42])=[O:41])[C:32](=[O:43])[CH2:31][C@H:30]1[OH:44].